This data is from SARS-CoV-2 main protease (3CLPro) crystallographic fragment screen with 879 compounds. The task is: Binary Classification. Given a drug SMILES string, predict its activity (active/inactive) in a high-throughput screening assay against a specified biological target. The drug is OCCn1cc(Br)cn1. The result is 0 (inactive).